From a dataset of Full USPTO retrosynthesis dataset with 1.9M reactions from patents (1976-2016). Predict the reactants needed to synthesize the given product. (1) Given the product [CH2:20]([O:21][C:22](=[O:17])[CH:18]=[C:12]1[C:11]2[CH:10]=[CH:9][CH:8]=[CH:7][C:6]=2[C:5]2[C:13]1=[CH:1][CH:2]=[CH:3][CH:4]=2)[CH3:19], predict the reactants needed to synthesize it. The reactants are: [CH:1]1[C:13]2[C:12](=O)[C:11]3[C:6](=[CH:7][CH:8]=[CH:9][CH:10]=3)[C:5]=2[CH:4]=[CH:3][CH:2]=1.[H-].[Na+].[OH2:17].[CH2:18]1[CH2:22][O:21][CH2:20][CH2:19]1. (2) Given the product [CH2:1]([O:8][C:9](=[O:24])[NH:10][C@@H:11]([C:12]1[CH:13]=[CH:14][CH:15]=[CH:16][CH:17]=1)[C:18]([C:30]1[CH:31]=[CH:32][C:27]([O:26][CH3:25])=[CH:28][CH:29]=1)=[O:23])[C:2]1[CH:3]=[CH:4][CH:5]=[CH:6][CH:7]=1, predict the reactants needed to synthesize it. The reactants are: [CH2:1]([O:8][C:9](=[O:24])[NH:10][C@H:11]([C:18](=[O:23])N(OC)C)[C:12]1[CH:17]=[CH:16][CH:15]=[CH:14][CH:13]=1)[C:2]1[CH:7]=[CH:6][CH:5]=[CH:4][CH:3]=1.[CH3:25][O:26][C:27]1[CH:32]=[CH:31][C:30]([Mg]Br)=[CH:29][CH:28]=1.CCOC(C)=O. (3) Given the product [F:21][C:20]1[C:11]([C:10]2[N:9]=[C:8]([S:28][C:30]3[S:31][C:32]([CH2:35][S:36]([CH3:39])(=[O:38])=[O:37])=[CH:33][N:34]=3)[N:4]3[CH:5]=[CH:6][N:7]=[C:2]([NH2:1])[C:3]=23)=[CH:12][CH:13]=[C:14]2[C:19]=1[N:18]=[C:17]([C:22]1[CH:27]=[CH:26][CH:25]=[CH:24][CH:23]=1)[CH:16]=[CH:15]2, predict the reactants needed to synthesize it. The reactants are: [NH2:1][C:2]1[C:3]2[N:4]([C:8](=[S:28])[NH:9][C:10]=2[C:11]2[C:20]([F:21])=[C:19]3[C:14]([CH:15]=[CH:16][C:17]([C:22]4[CH:27]=[CH:26][CH:25]=[CH:24][CH:23]=4)=[N:18]3)=[CH:13][CH:12]=2)[CH:5]=[CH:6][N:7]=1.Cl[C:30]1[S:31][C:32]([CH2:35][S:36]([CH3:39])(=[O:38])=[O:37])=[CH:33][N:34]=1.C(=O)([O-])[O-].[K+].[K+].CN(C=O)C. (4) Given the product [Si:1]([O:18][C:19]1[CH:27]=[C:26]2[C:22]([C:23]([Cl:28])=[N:24][N:25]2[C:41]([O:40][C:37]([CH3:39])([CH3:38])[CH3:36])=[O:42])=[CH:21][CH:20]=1)([C:14]([CH3:17])([CH3:15])[CH3:16])([C:2]1[CH:7]=[CH:6][CH:5]=[CH:4][CH:3]=1)[C:8]1[CH:13]=[CH:12][CH:11]=[CH:10][CH:9]=1, predict the reactants needed to synthesize it. The reactants are: [Si:1]([O:18][C:19]1[CH:27]=[C:26]2[C:22]([C:23]([Cl:28])=[N:24][NH:25]2)=[CH:21][CH:20]=1)([C:14]([CH3:17])([CH3:16])[CH3:15])([C:8]1[CH:13]=[CH:12][CH:11]=[CH:10][CH:9]=1)[C:2]1[CH:7]=[CH:6][CH:5]=[CH:4][CH:3]=1.C(N(CC)CC)C.[CH3:36][C:37]([O:40][C:41](O[C:41]([O:40][C:37]([CH3:39])([CH3:38])[CH3:36])=[O:42])=[O:42])([CH3:39])[CH3:38].C(OCC)(=O)C. (5) Given the product [C:11]([O:10][C:8]([N:5]1[CH2:4][CH:3]=[C:2]([C:15]2[CH:16]=[N:17][CH:18]=[C:19]([C:21]([F:23])([F:24])[F:22])[CH:20]=2)[CH2:7][CH2:6]1)=[O:9])([CH3:14])([CH3:12])[CH3:13], predict the reactants needed to synthesize it. The reactants are: O[C:2]1([C:15]2[CH:16]=[N:17][CH:18]=[C:19]([C:21]([F:24])([F:23])[F:22])[CH:20]=2)[CH2:7][CH2:6][N:5]([C:8]([O:10][C:11]([CH3:14])([CH3:13])[CH3:12])=[O:9])[CH2:4][CH2:3]1.S(Cl)(Cl)=O.